Dataset: Forward reaction prediction with 1.9M reactions from USPTO patents (1976-2016). Task: Predict the product of the given reaction. (1) Given the reactants [Cl:1][C:2]1[CH:7]=[CH:6][C:5]([C:8]2[C:14]3[CH:15]=[C:16]([O:19][CH3:20])[CH:17]=[CH:18][C:13]=3[N:12]3[C:21]([CH3:24])=[N:22][N:23]=[C:11]3[C@H:10]([CH2:25][C:26]([OH:28])=O)[N:9]=2)=[CH:4][CH:3]=1.CCN=C=NCCCN(C)C.C1C=CC2N(O)N=NC=2C=1.Cl.[NH2:51][CH2:52][C:53]1[CH:58]=[CH:57][C:56]([B:59]([OH:61])[OH:60])=[CH:55][CH:54]=1, predict the reaction product. The product is: [Cl:1][C:2]1[CH:7]=[CH:6][C:5]([C:8]2[C:14]3[CH:15]=[C:16]([O:19][CH3:20])[CH:17]=[CH:18][C:13]=3[N:12]3[C:21]([CH3:24])=[N:22][N:23]=[C:11]3[C@H:10]([CH2:25][C:26]([NH:51][CH2:52][C:53]3[CH:54]=[CH:55][C:56]([B:59]([OH:61])[OH:60])=[CH:57][CH:58]=3)=[O:28])[N:9]=2)=[CH:4][CH:3]=1. (2) Given the reactants O[C:2]1[CH:7]=[CH:6][CH:5]=[CH:4][N:3]=1.[H-].[Na+].CN(C=[O:14])C.[Cl:15][C:16]1[N:24]=[C:23]2[C:19]([NH:20][CH:21]=[N:22]2)=[C:18](Cl)[N:17]=1, predict the reaction product. The product is: [Cl:15][C:16]1[N:24]=[C:23]2[C:19]([NH:20][CH:21]=[N:22]2)=[C:18]([N:3]2[CH:4]=[CH:5][C:6](=[O:14])[CH:7]=[CH:2]2)[N:17]=1. (3) Given the reactants P(=O)([O-])O[C:3]([CH2:13][C:14](F)(F)F)(CC(F)(F)F)[C:4]([O:6][CH3:7])=[O:5].C1[O:37][CH2:36][CH2:35]OCCOCCOCCOCCOC1.[CH3:38][Si]([N-][Si](C)(C)C)(C)C.[K+].O1CCCCC1O[C:55]1[CH:56]=[C:57]([C:61]23[CH2:68][CH2:67][C:64](CCC=O)([CH2:65][CH2:66]2)[CH2:63][O:62]3)[CH:58]=[CH:59][CH:60]=1.[CH2:73]1[CH2:77]O[CH2:75][CH2:74]1, predict the reaction product. The product is: [O:37]([C:55]1[CH:56]=[C:57]([C:61]23[CH2:66][CH2:65][C:64]([CH2:38][CH2:14]/[CH:13]=[CH:3]\[C:4]([O:6][CH3:7])=[O:5])([CH2:67][CH2:68]2)[CH2:63][O:62]3)[CH:58]=[CH:59][CH:60]=1)[C:36]1[CH:35]=[CH:77][CH:73]=[CH:74][CH:75]=1.